This data is from Full USPTO retrosynthesis dataset with 1.9M reactions from patents (1976-2016). The task is: Predict the reactants needed to synthesize the given product. (1) Given the product [F:1][C:2]1[CH:3]=[C:4]([CH:10]2[CH2:12][CH:11]2[CH2:13][C:14]([OH:16])=[O:15])[CH:5]=[CH:6][C:7]=1[O:8][CH3:9], predict the reactants needed to synthesize it. The reactants are: [F:1][C:2]1[CH:3]=[C:4]([CH:10]2[CH2:12][CH:11]2[CH2:13][CH:14]=[O:15])[CH:5]=[CH:6][C:7]=1[O:8][CH3:9].[OH-:16].[Na+]. (2) Given the product [F:20][C:21]1[CH:22]=[C:23]2[C:27](=[CH:28][CH:29]=1)[CH:26]([C:30]([N:16]1[CH2:17][CH2:18][CH2:19][C@H:14]([C:12]3[O:11][N:10]=[C:9]([C:6]4[CH:7]=[CH:8][C:3]([F:2])=[CH:4][CH:5]=4)[N:13]=3)[CH2:15]1)=[O:31])[CH2:25][CH2:24]2, predict the reactants needed to synthesize it. The reactants are: Cl.[F:2][C:3]1[CH:8]=[CH:7][C:6]([C:9]2[N:13]=[C:12]([C@H:14]3[CH2:19][CH2:18][CH2:17][NH:16][CH2:15]3)[O:11][N:10]=2)=[CH:5][CH:4]=1.[F:20][C:21]1[CH:22]=[C:23]2[C:27](=[CH:28][CH:29]=1)[CH:26]([C:30](O)=[O:31])[CH2:25][CH2:24]2.C1C=CC2N(O)N=NC=2C=1.CCN=C=NCCCN(C)C.Cl.C(N(CC)CC)C. (3) Given the product [F:14][C:2]([F:1])([F:15])[S:3]([C:6]1[CH:7]=[CH:8][C:9]([CH2:10][NH2:11])=[CH:12][CH:13]=1)(=[O:4])=[O:5], predict the reactants needed to synthesize it. The reactants are: [F:1][C:2]([F:15])([F:14])[S:3]([C:6]1[CH:13]=[CH:12][C:9]([C:10]#[N:11])=[CH:8][CH:7]=1)(=[O:5])=[O:4].B.C1COCC1. (4) Given the product [Br:20][C:7]1[CH:6]=[CH:5][C:3]([NH2:4])=[C:2]([F:1])[C:8]=1[C:9]([F:10])([F:11])[F:12], predict the reactants needed to synthesize it. The reactants are: [F:1][C:2]1[C:8]([C:9]([F:12])([F:11])[F:10])=[CH:7][CH:6]=[CH:5][C:3]=1[NH2:4].C1C(=O)N([Br:20])C(=O)C1.